From a dataset of Forward reaction prediction with 1.9M reactions from USPTO patents (1976-2016). Predict the product of the given reaction. Given the reactants CCN(C(C)C)C(C)C.CN(C(ON1N=NC2C=CC=NC1=2)=[N+](C)C)C.F[P-](F)(F)(F)(F)F.[Cl:34][C:35]1[CH:36]=[C:37]([CH:40]=[C:41]([O:43][C:44]2[C:49]([Cl:50])=[CH:48][CH:47]=[C:46]([CH2:51][NH:52][CH2:53][CH3:54])[C:45]=2[F:55])[CH:42]=1)[C:38]#[N:39].[NH:56]1[CH:60]=[CH:59][CH:58]=[C:57]1[C:61]([OH:63])=O.C([O-])(O)=O.[Na+], predict the reaction product. The product is: [Cl:50][C:49]1[CH:48]=[CH:47][C:46]([CH2:51][N:52]([CH2:53][CH3:54])[C:61]([C:57]2[NH:56][CH:60]=[CH:59][CH:58]=2)=[O:63])=[C:45]([F:55])[C:44]=1[O:43][C:41]1[CH:40]=[C:37]([C:38]#[N:39])[CH:36]=[C:35]([Cl:34])[CH:42]=1.